This data is from Peptide-MHC class I binding affinity with 185,985 pairs from IEDB/IMGT. The task is: Regression. Given a peptide amino acid sequence and an MHC pseudo amino acid sequence, predict their binding affinity value. This is MHC class I binding data. The MHC is HLA-B46:01 with pseudo-sequence HLA-B46:01. The binding affinity (normalized) is 0.0847. The peptide sequence is FRRFTQAIY.